Dataset: Full USPTO retrosynthesis dataset with 1.9M reactions from patents (1976-2016). Task: Predict the reactants needed to synthesize the given product. (1) Given the product [CH3:1][C:2]1[C:11]2[C:6](=[C:7]([NH:12][C:19]([C:16]3[CH:17]=[CH:18][C:13]([C:22]4[CH:23]=[CH:24][CH:25]=[CH:26][CH:27]=4)=[CH:14][CH:15]=3)=[O:20])[CH:8]=[CH:9][CH:10]=2)[CH:5]=[CH:4][N:3]=1, predict the reactants needed to synthesize it. The reactants are: [CH3:1][C:2]1[C:11]2[C:6](=[C:7]([NH2:12])[CH:8]=[CH:9][CH:10]=2)[CH:5]=[CH:4][N:3]=1.[C:13]1([C:22]2[CH:27]=[CH:26][CH:25]=[CH:24][CH:23]=2)[CH:18]=[CH:17][C:16]([C:19](O)=[O:20])=[CH:15][CH:14]=1.Cl.CN(C)CCCN=C=NCC. (2) Given the product [CH3:1][N:2]([CH3:25])[C:3]1[C:8]2[C:9]3[N:10]=[CH:11][N:12]([C:17]4[CH:18]=[C:19]([C:20](=[N:27][OH:28])[NH2:21])[CH:22]=[CH:23][CH:24]=4)[C:13](=[O:16])[C:14]=3[S:15][C:7]=2[N:6]=[CH:5][CH:4]=1, predict the reactants needed to synthesize it. The reactants are: [CH3:1][N:2]([CH3:25])[C:3]1[C:8]2[C:9]3[N:10]=[CH:11][N:12]([C:17]4[CH:18]=[C:19]([CH:22]=[CH:23][CH:24]=4)[C:20]#[N:21])[C:13](=[O:16])[C:14]=3[S:15][C:7]=2[N:6]=[CH:5][CH:4]=1.Cl.[NH2:27][OH:28].C(N(CC)CC)C. (3) Given the product [Br:6][C:7]1[CH:8]=[C:9]2[C:17](=[CH:18][CH:19]=1)[O:16][C:15]([CH3:21])([CH3:20])[C:11]1([CH2:14][O:13][CH2:12]1)[C:10]2=[CH2:1], predict the reactants needed to synthesize it. The reactants are: [CH2:1]([Li])CCC.[Br:6][C:7]1[CH:8]=[C:9]2[C:17](=[CH:18][CH:19]=1)[O:16][C:15]([CH3:21])([CH3:20])[C:11]1([CH2:14][O:13][CH2:12]1)[C:10]2=O. (4) Given the product [CH3:1][N:2]1[C:10]2[C:9]([O:11][CH2:12][C:13]3[CH:19]=[CH:18][C:16]([NH:17][C:34]([NH:33][C:27]4[CH:32]=[CH:31][CH:30]=[CH:29][CH:28]=4)=[O:35])=[CH:15][CH:14]=3)=[N:8][CH:7]=[N:6][C:5]=2[CH:4]=[CH:3]1, predict the reactants needed to synthesize it. The reactants are: [CH3:1][N:2]1[C:10]2[C:9]([O:11][CH2:12][C:13]3[CH:19]=[CH:18][C:16]([NH2:17])=[CH:15][CH:14]=3)=[N:8][CH:7]=[N:6][C:5]=2[CH:4]=[CH:3]1.C(N(CC)CC)C.[C:27]1([N:33]=[C:34]=[O:35])[CH:32]=[CH:31][CH:30]=[CH:29][CH:28]=1. (5) The reactants are: [NH2:1][C:2]1[CH:20]=[CH:19][C:5]([O:6][C:7]2[C:16]3[N:15]=[C:14]([CH3:17])[C:13](=[O:18])[NH:12][C:11]=3[N:10]=[CH:9][CH:8]=2)=[CH:4][C:3]=1[S:21][CH3:22].[F:23][C:24]1[CH:29]=[CH:28][C:27]([C:30]([F:33])([F:32])[F:31])=[CH:26][C:25]=1[N:34]=[C:35]=[O:36]. Given the product [F:23][C:24]1[CH:29]=[CH:28][C:27]([C:30]([F:33])([F:32])[F:31])=[CH:26][C:25]=1[NH:34][C:35]([NH:1][C:2]1[CH:20]=[CH:19][C:5]([O:6][C:7]2[C:16]3[N:15]=[C:14]([CH3:17])[C:13](=[O:18])[NH:12][C:11]=3[N:10]=[CH:9][CH:8]=2)=[CH:4][C:3]=1[S:21][CH3:22])=[O:36], predict the reactants needed to synthesize it. (6) Given the product [Cl:8][C:7]1[N:6]=[CH:5][N:4]=[C:3]2[C:2]=1[N:1]=[CH:37][N:9]2[C@H:10]1[C@@H:14]2[O:15][C:16]([CH3:18])([CH3:19])[O:17][C@@H:13]2[C@H:12]([CH2:20][N:21]([CH3:36])[CH2:22][CH2:23][CH2:24][N:25]2[C:26](=[O:35])[C:27]3[C:32](=[CH:31][CH:30]=[CH:29][CH:28]=3)[C:33]2=[O:34])[CH2:11]1, predict the reactants needed to synthesize it. The reactants are: [NH2:1][C:2]1[C:3]([NH:9][C@H:10]2[C@@H:14]3[O:15][C:16]([CH3:19])([CH3:18])[O:17][C@@H:13]3[C@H:12]([CH2:20][N:21]([CH3:36])[CH2:22][CH2:23][CH2:24][N:25]3[C:33](=[O:34])[C:32]4[C:27](=[CH:28][CH:29]=[CH:30][CH:31]=4)[C:26]3=[O:35])[CH2:11]2)=[N:4][CH:5]=[N:6][C:7]=1[Cl:8].[CH:37]([O-])([O-])OCC.